From a dataset of Full USPTO retrosynthesis dataset with 1.9M reactions from patents (1976-2016). Predict the reactants needed to synthesize the given product. (1) Given the product [Cl:1][C:2]1[CH:7]=[CH:6][C:5]([C:8]2[CH:13]=[C:12]([C:14]([F:15])([F:16])[F:17])[N:11]3[N:18]=[CH:19][C:20]([I:27])=[C:10]3[N:9]=2)=[CH:4][C:3]=1[CH3:21], predict the reactants needed to synthesize it. The reactants are: [Cl:1][C:2]1[CH:7]=[CH:6][C:5]([C:8]2[CH:13]=[C:12]([C:14]([F:17])([F:16])[F:15])[N:11]3[N:18]=[CH:19][CH:20]=[C:10]3[N:9]=2)=[CH:4][C:3]=1[CH3:21].C([O-])(=O)C.[Na+].[I:27]Cl. (2) Given the product [Cl:10][C:5]1[CH:4]=[CH:3][C:2]([C:31]2[CH2:32][CH2:33][C:26]3([CH2:27][CH2:28][NH:23][CH2:24][CH2:25]3)[CH2:29][CH:30]=2)=[CH:7][C:6]=1[O:8][CH3:9], predict the reactants needed to synthesize it. The reactants are: Br[C:2]1[CH:3]=[CH:4][C:5]([Cl:10])=[C:6]([O:8][CH3:9])[CH:7]=1.[Li]CCCC.C(OC([N:23]1[CH2:28][CH2:27][C:26]2([CH2:33][CH2:32][C:31](=O)[CH2:30][CH2:29]2)[CH2:25][CH2:24]1)=O)(C)(C)C. (3) Given the product [O:33]1[C:34]2[CH:40]=[CH:39][CH:38]=[CH:37][C:35]=2[N:36]=[C:32]1[CH:30]([OH:31])[CH:29]([NH:28][C:9](=[O:11])[CH:8]([CH2:7][CH:1]1[CH2:2][CH2:3][CH2:4][CH2:5][CH2:6]1)[CH2:12][C:13]([N:15]1[CH2:20][CH2:19][O:18][CH2:17][CH2:16]1)=[O:14])[CH2:41][CH3:42], predict the reactants needed to synthesize it. The reactants are: [CH:1]1([CH2:7][CH:8]([CH2:12][C:13]([N:15]2[CH2:20][CH2:19][O:18][CH2:17][CH2:16]2)=[O:14])[C:9]([OH:11])=O)[CH2:6][CH2:5][CH2:4][CH2:3][CH2:2]1.OC(C(F)(F)F)=O.[NH2:28][CH:29]([CH2:41][CH3:42])[CH:30]([C:32]1[O:33][C:34]2[CH:40]=[CH:39][CH:38]=[CH:37][C:35]=2[N:36]=1)[OH:31].C1C=CC2N(O)N=NC=2C=1.C(Cl)CCl.CN1CCOCC1. (4) Given the product [F:20][C:21]1[CH:26]=[CH:25][C:24]([C:27]2[O:28][C:29]3[CH:39]=[C:38]([N:40]([CH3:45])[S:41]([CH3:44])(=[O:42])=[O:43])[C:37]([C:2]4[CH:19]=[N:18][C:5]5[N:6]=[CH:7][N:8]([C:11]6[CH:16]=[CH:15][CH:14]=[CH:13][C:12]=6[F:17])[C:9](=[O:10])[C:4]=5[CH:3]=4)=[CH:36][C:30]=3[C:31]=2[C:32]([NH:34][CH3:35])=[O:33])=[CH:23][CH:22]=1, predict the reactants needed to synthesize it. The reactants are: Br[C:2]1[CH:19]=[N:18][C:5]2[N:6]=[CH:7][N:8]([C:11]3[CH:16]=[CH:15][CH:14]=[CH:13][C:12]=3[F:17])[C:9](=[O:10])[C:4]=2[CH:3]=1.[F:20][C:21]1[CH:26]=[CH:25][C:24]([C:27]2[O:28][C:29]3[CH:39]=[C:38]([N:40]([CH3:45])[S:41]([CH3:44])(=[O:43])=[O:42])[C:37](B4OC(C)(C)C(C)(C)O4)=[CH:36][C:30]=3[C:31]=2[C:32]([NH:34][CH3:35])=[O:33])=[CH:23][CH:22]=1.[O-]P([O-])([O-])=O.[K+].[K+].[K+]. (5) Given the product [Cl:1][C:2]1[CH:7]=[CH:6][C:5]([S:8]([NH:11][C@@H:12]([C:13]2[CH2:14][C:15](=[O:16])[O:17][N:43]=2)[CH2:19][C:20]2[CH:25]=[CH:24][CH:23]=[CH:22][CH:21]=2)(=[O:10])=[O:9])=[CH:4][CH:3]=1, predict the reactants needed to synthesize it. The reactants are: [Cl:1][C:2]1[CH:7]=[CH:6][C:5]([S:8]([NH:11][C@H:12]([CH2:19][C:20]2[CH:25]=[CH:24][CH:23]=[CH:22][CH:21]=2)[C:13](=O)[CH2:14][C:15]([O-:17])=[O:16])(=[O:10])=[O:9])=[CH:4][CH:3]=1.C(C([NH:43]S(C1C=CC(Cl)=CC=1)(=O)=O)C(=O)C(CC)C(=O)CC)C1C=CC=CC=1.Cl.NO.C([O-])(=O)C.[Na+]. (6) Given the product [Cl:36][C:18]1[CH:17]=[C:16]([NH:15][C:13]2[C:14]3[N:6]([CH2:5][CH2:4][NH:3][C:42](=[O:43])[CH2:41][S:38]([CH3:37])(=[O:40])=[O:39])[CH:7]=[CH:8][C:9]=3[N:10]=[CH:11][N:12]=2)[CH:21]=[CH:20][C:19]=1[O:22][C:23]1[CH:28]=[CH:27][CH:26]=[C:25]([O:29][C:30]([F:35])([F:34])[CH:31]([F:32])[F:33])[CH:24]=1, predict the reactants needed to synthesize it. The reactants are: Cl.Cl.[NH2:3][CH2:4][CH2:5][N:6]1[C:14]2[C:13]([NH:15][C:16]3[CH:21]=[CH:20][C:19]([O:22][C:23]4[CH:28]=[CH:27][CH:26]=[C:25]([O:29][C:30]([F:35])([F:34])[CH:31]([F:33])[F:32])[CH:24]=4)=[C:18]([Cl:36])[CH:17]=3)=[N:12][CH:11]=[N:10][C:9]=2[CH:8]=[CH:7]1.[CH3:37][S:38]([CH2:41][C:42](O)=[O:43])(=[O:40])=[O:39].ON1C2C=CC=CC=2N=N1.Cl.C(N=C=NCCCN(C)C)C. (7) Given the product [N:43]1[CH:42]=[C:41]([C:39]([NH:38][C:36]2[CH:37]=[C:32]([C:30]3[N:29]=[C:25]([C:21]4([NH:20][C:18](=[O:19])[O:17][C:13]([CH3:14])([CH3:15])[CH3:16])[CH2:22][O:23][CH2:24]4)[O:27][N:31]=3)[CH:33]=[CH:34][C:35]=2[CH3:50])=[O:40])[N:45]2[CH:46]=[CH:47][CH:48]=[CH:49][C:44]=12, predict the reactants needed to synthesize it. The reactants are: C(C1NC=CN=1)(C1NC=CN=1)=O.[C:13]([O:17][C:18]([NH:20][C:21]1([C:25]([OH:27])=O)[CH2:24][O:23][CH2:22]1)=[O:19])([CH3:16])([CH3:15])[CH3:14].O[N:29]=[C:30]([C:32]1[CH:33]=[CH:34][C:35]([CH3:50])=[C:36]([NH:38][C:39]([C:41]2[N:45]3[CH:46]=[CH:47][CH:48]=[CH:49][C:44]3=[N:43][CH:42]=2)=[O:40])[CH:37]=1)[NH2:31]. (8) The reactants are: [Cl:1][C:2]1[CH:3]=[CH:4][C:5]([C:31]#[N:32])=[C:6]([C:8]2[C:13]([O:14][CH3:15])=[CH:12][N:11]([CH:16]([CH2:24][C:25]3[N:26]=[CH:27][O:28][CH:29]=3)[C:17]([O:19]C(C)(C)C)=[O:18])[C:10](=[O:30])[CH:9]=2)[CH:7]=1.C(O)(C(F)(F)F)=O. Given the product [Cl:1][C:2]1[CH:3]=[CH:4][C:5]([C:31]#[N:32])=[C:6]([C:8]2[C:13]([O:14][CH3:15])=[CH:12][N:11]([CH:16]([CH2:24][C:25]3[N:26]=[CH:27][O:28][CH:29]=3)[C:17]([OH:19])=[O:18])[C:10](=[O:30])[CH:9]=2)[CH:7]=1, predict the reactants needed to synthesize it. (9) Given the product [S:10]1[CH:9]=[CH:8][CH:7]=[C:6]1[OH:24].[C:12]1([OH:11])[C:17]2[C:16](=[CH:21][CH:20]=[CH:19][CH:18]=2)[CH:15]=[CH:14][CH:13]=1, predict the reactants needed to synthesize it. The reactants are: CNCC[C@H]([O:11][C:12]1[CH:13]=[CH:14][CH:15]=[C:16]2[CH:21]=[CH:20][CH:19]=[CH:18][C:17]=12)[C:6]1[S:10][CH:9]=[CH:8][CH:7]=1.CC[O:24]CC. (10) Given the product [Br:20][C:18]1[CH:19]=[C:14]([NH:13][C:11]2[CH:12]=[C:6]3[CH2:5][NH:4][CH2:9][CH2:8][N:7]3[N:10]=2)[C:15](=[O:22])[N:16]([CH3:21])[CH:17]=1, predict the reactants needed to synthesize it. The reactants are: C([N:4]1[CH2:9][CH2:8][N:7]2[N:10]=[C:11]([NH:13][C:14]3[C:15](=[O:22])[N:16]([CH3:21])[CH:17]=[C:18]([Br:20])[CH:19]=3)[CH:12]=[C:6]2[CH2:5]1)(=O)C.[OH-].[Na+].C(O)C.C(OCC)(=O)C.